This data is from Reaction yield outcomes from USPTO patents with 853,638 reactions. The task is: Predict the reaction yield, written as a fraction of the theoretical maximum amount of product (1.0 means a 100% yield; for example, 0.34 means a 34% yield). (1) The reactants are [CH3:1][NH:2][N:3]=[CH:4][C:5](=[O:7])[CH3:6].[F:8][C:9]([F:21])([F:20])[C:10]1[CH:15]=[CH:14][C:13]([C:16](=O)[CH:17]=[O:18])=[CH:12][CH:11]=1. The catalyst is C(O)(=O)C. The product is [F:8][C:9]([F:21])([F:20])[C:10]1[CH:15]=[CH:14][C:13]([C:16]2[N:2]([CH3:1])[N:3]=[C:4]([C:5](=[O:7])[CH3:6])[C:17]=2[OH:18])=[CH:12][CH:11]=1. The yield is 0.0860. (2) The product is [ClH:1].[NH2:36][C@H:33]1[CH2:34][CH2:35][N:31]([C@H:26]([C:23]2[CH:24]=[CH:25][C:20]3[N:21]([C:17]([C:13]4[CH:12]=[CH:11][C:10]5[C:15](=[CH:16][C:7]([OH:6])=[C:8]([F:37])[CH:9]=5)[N:14]=4)=[N:18][N:19]=3)[CH:22]=2)[C:27]([F:29])([F:28])[F:30])[CH2:32]1. The yield is 0.870. The reactants are [ClH:1].C1(C[O:6][C:7]2[CH:16]=[C:15]3[C:10]([CH:11]=[CH:12][C:13]([C:17]4[N:21]5[CH:22]=[C:23]([C@@H:26]([N:31]6[CH2:35][CH2:34][C@H:33]([NH2:36])[CH2:32]6)[C:27]([F:30])([F:29])[F:28])[CH:24]=[CH:25][C:20]5=[N:19][N:18]=4)=[N:14]3)=[CH:9][C:8]=2[F:37])CC1. The catalyst is Cl.CC(O)C. (3) The reactants are [CH2:1]1[C:6](=O)[CH2:5][CH2:4][N:3]([CH2:8][C:9]2[CH:14]=[CH:13][CH:12]=[CH:11][CH:10]=2)[CH2:2]1.Cl.[CH2:16]([NH2:18])[CH3:17].[C-:19]#[N:20].[K+].C(O)(C)C. The catalyst is C(O)C.O. The product is [CH2:8]([N:3]1[CH2:4][CH2:5][C:6]([NH:18][CH2:16][CH3:17])([C:19]#[N:20])[CH2:1][CH2:2]1)[C:9]1[CH:14]=[CH:13][CH:12]=[CH:11][CH:10]=1. The yield is 0.840. (4) The reactants are [NH:1]1[C:5]2=[N:6][CH:7]=[CH:8][C:9]([NH:10][C:11]3[CH:15]=[CH:14][S:13][C:12]=3[C:16]([OH:18])=O)=[C:4]2[CH:3]=[CH:2]1.C(N(C(C)C)CC)(C)C.[C:28]([N:35]1[CH2:39][CH2:38][CH:37]([NH2:40])[CH2:36]1)([O:30][C:31]([CH3:34])([CH3:33])[CH3:32])=[O:29].CN(C(ON1N=NC2C=CC=NC1=2)=[N+](C)C)C.F[P-](F)(F)(F)(F)F. The catalyst is CN(C)C=O.C(OCC)(=O)C. The product is [C:31]([O:30][C:28]([N:35]1[CH2:39][CH2:38][CH:37]([NH:40][C:16]([C:12]2[S:13][CH:14]=[CH:15][C:11]=2[NH:10][C:9]2[CH:8]=[CH:7][N:6]=[C:5]3[NH:1][CH:2]=[CH:3][C:4]=23)=[O:18])[CH2:36]1)=[O:29])([CH3:34])([CH3:32])[CH3:33]. The yield is 0.950. (5) The reactants are C(OC(=O)[NH:7][C@@H:8]([C:11]1[CH:16]=[CH:15][C:14]([Cl:17])=[C:13]([C:18]([C:20]2[CH:21]=[N:22][C:23]([NH2:26])=[CH:24][CH:25]=2)=[O:19])[C:12]=1[F:27])[CH2:9][CH3:10])(C)(C)C.Cl.O1CCOCC1. The catalyst is C(Cl)Cl. The product is [NH2:7][C@@H:8]([C:11]1[C:12]([F:27])=[C:13]([C:18]([C:20]2[CH:21]=[N:22][C:23]([NH2:26])=[CH:24][CH:25]=2)=[O:19])[C:14]([Cl:17])=[CH:15][CH:16]=1)[CH2:9][CH3:10]. The yield is 0.980. (6) The reactants are C([O:3][C:4]([C:6]1[CH:7]=[N:8][N:9]([C:11]2[CH:16]=[C:15]([C:17](=[O:36])[NH:18][C:19]3[CH:24]=[C:23]([C:25]([CH3:28])([CH3:27])[CH3:26])[CH:22]=[C:21]([NH:29][S:30]([CH3:33])(=[O:32])=[O:31])[C:20]=3[O:34][CH3:35])[CH:14]=[CH:13][C:12]=2[CH3:37])[CH:10]=1)=[O:5])C.[OH-].[Na+].Cl. The catalyst is CO. The product is [C:25]([C:23]1[CH:22]=[C:21]([NH:29][S:30]([CH3:33])(=[O:31])=[O:32])[C:20]([O:34][CH3:35])=[C:19]([NH:18][C:17]([C:15]2[CH:14]=[CH:13][C:12]([CH3:37])=[C:11]([N:9]3[CH:10]=[C:6]([C:4]([OH:5])=[O:3])[CH:7]=[N:8]3)[CH:16]=2)=[O:36])[CH:24]=1)([CH3:28])([CH3:26])[CH3:27]. The yield is 0.910.